From a dataset of In vitro SARS-CoV-2 activity screen of 1,480 approved drugs from Prestwick library. Binary Classification. Given a drug SMILES string, predict its activity (active/inactive) in a high-throughput screening assay against a specified biological target. (1) The molecule is CC1(C)S[C@@H]2[C@H](NC(=O)C3(N)CCCCC3)C(=O)N2[C@H]1C(=O)O. The result is 0 (inactive). (2) The molecule is COC(=O)C1=C(C)NC(C)=C(C(=O)OC(C)C)C1c1cccc2nonc12. The result is 0 (inactive). (3) The drug is CN1CCC(=C2c3ccccc3CCc3sccc32)CC1.O=C(O)CC(O)C(=O)O. The result is 0 (inactive). (4) The molecule is O=C1NCN(c2ccccc2)C12CCN(CCCC(c1ccc(F)cc1)c1ccc(F)cc1)CC2. The result is 0 (inactive). (5) The compound is CC(C)CC(N(C)C)C1(c2ccc(Cl)cc2)CCC1.Cl. The result is 0 (inactive). (6) The drug is C1CNCCN1.C[C@]12CC[C@@H]3c4ccc(OS(=O)(=O)O)cc4CC[C@H]3[C@@H]1CCC2=O. The result is 0 (inactive). (7) The molecule is COCCOC(=O)C1=C(C)NC(C)=C(C(=O)OC(C)C)C1c1cccc([N+](=O)[O-])c1. The result is 0 (inactive).